From a dataset of Reaction yield outcomes from USPTO patents with 853,638 reactions. Predict the reaction yield, written as a fraction of the theoretical maximum amount of product (1.0 means a 100% yield; for example, 0.34 means a 34% yield). (1) The reactants are [CH2:1]([Zn]CC)C.[Si:6]([O:23][CH2:24][C@@H:25]1[CH2:29][CH:28]=[CH:27][N:26]1[C:30]([O:32][C:33]([CH3:36])([CH3:35])[CH3:34])=[O:31])([C:19]([CH3:22])([CH3:21])[CH3:20])([C:13]1[CH:18]=[CH:17][CH:16]=[CH:15][CH:14]=1)[C:7]1[CH:12]=[CH:11][CH:10]=[CH:9][CH:8]=1.ICI.C(=O)([O-])[O-].[Na+].[Na+]. The catalyst is ClCCl. The product is [Si:6]([O:23][CH2:24][C@@H:25]1[CH2:29][CH:28]2[CH:27]([CH2:1]2)[N:26]1[C:30]([O:32][C:33]([CH3:36])([CH3:35])[CH3:34])=[O:31])([C:19]([CH3:21])([CH3:22])[CH3:20])([C:13]1[CH:18]=[CH:17][CH:16]=[CH:15][CH:14]=1)[C:7]1[CH:12]=[CH:11][CH:10]=[CH:9][CH:8]=1. The yield is 0.590. (2) The reactants are C([O:8][C@H:9]1[C@H:14]([O:15]CC2C=CC=CC=2)[C@@H:13]([O:23]CC2C=CC=CC=2)[C@H:12]([C:31]2[CH:36]=[CH:35][C:34]([Cl:37])=[C:33]([CH2:38][C:39]3[CH:44]=[CH:43][C:42]([CH2:45][CH2:46][O:47][CH:48]([F:50])[F:49])=[CH:41][CH:40]=3)[CH:32]=2)[O:11][C@@H:10]1[CH2:51][O:52]CC1C=CC=CC=1)C1C=CC=CC=1.CO.O1CCCC1. The catalyst is [Pd].ClC1C=CC=CC=1Cl. The product is [Cl:37][C:34]1[CH:35]=[CH:36][C:31]([C@H:12]2[C@H:13]([OH:23])[C@@H:14]([OH:15])[C@H:9]([OH:8])[C@@H:10]([CH2:51][OH:52])[O:11]2)=[CH:32][C:33]=1[CH2:38][C:39]1[CH:44]=[CH:43][C:42]([CH2:45][CH2:46][O:47][CH:48]([F:50])[F:49])=[CH:41][CH:40]=1. The yield is 0.640.